Dataset: Forward reaction prediction with 1.9M reactions from USPTO patents (1976-2016). Task: Predict the product of the given reaction. Given the reactants [CH:1]1([CH2:7][N:8]2[C:16]3[C:11](=[CH:12][CH:13]=[CH:14][C:15]=3[O:17][CH3:18])[C:10]([C:19]([NH:21][OH:22])=[NH:20])=[CH:9]2)[CH2:6][CH2:5][CH2:4][CH2:3][CH2:2]1.[H-].[Na+].CO[C:27](=O)[CH2:28][N:29]([CH3:31])[CH3:30].[ClH:33], predict the reaction product. The product is: [ClH:33].[CH:1]1([CH2:7][N:8]2[C:16]3[C:11](=[CH:12][CH:13]=[CH:14][C:15]=3[O:17][CH3:18])[C:10]([C:19]3[N:20]=[C:27]([CH2:28][N:29]([CH3:31])[CH3:30])[O:22][N:21]=3)=[CH:9]2)[CH2:2][CH2:3][CH2:4][CH2:5][CH2:6]1.